This data is from Full USPTO retrosynthesis dataset with 1.9M reactions from patents (1976-2016). The task is: Predict the reactants needed to synthesize the given product. (1) Given the product [I-:35].[C:17]([C:15]1[N:16]=[C:12]([NH:11][C:7]2[CH:6]=[C:5]3[C:10](=[CH:9][CH:8]=2)[N+:1]([CH3:28])=[CH:2][CH:3]=[CH:4]3)[S:13][C:14]=1[NH:20][C:21]([C:23]1[CH:27]=[CH:26][S:25][CH:24]=1)=[O:22])(=[O:18])[NH2:19], predict the reactants needed to synthesize it. The reactants are: [N:1]1[C:10]2[C:5](=[CH:6][C:7]([NH:11][C:12]3[S:13][C:14]([NH:20][C:21]([C:23]4[CH:27]=[CH:26][S:25][CH:24]=4)=[O:22])=[C:15]([C:17]([NH2:19])=[O:18])[N:16]=3)=[CH:8][CH:9]=2)[CH:4]=[CH:3][CH:2]=1.[C:28]([O-])([O-])=O.[K+].[K+].C[I:35]. (2) Given the product [CH3:1][C:2]1[CH:7]=[CH:6][C:5]([OH:8])=[CH:4][C:3]=1[NH:9][C:10]1[C:19]2[C:14](=[CH:15][CH:16]=[C:17]([S:24]([CH3:28])(=[O:26])=[O:23])[CH:18]=2)[N:13]=[CH:12][N:11]=1, predict the reactants needed to synthesize it. The reactants are: [CH3:1][C:2]1[CH:7]=[CH:6][C:5]([OH:8])=[CH:4][C:3]=1[NH:9][C:10]1[C:19]2[C:14](=[CH:15][CH:16]=[C:17](SC)[CH:18]=2)[N:13]=[CH:12][N:11]=1.O[O:23][S:24]([O-:26])=O.[K+].[CH3:28]O. (3) The reactants are: [CH3:1][O:2][C:3]1[CH:10]=[CH:9][C:8]([O:11][C:12]2[C:20]([CH3:21])=[CH:19][C:18]([N+:22]([O-:24])=[O:23])=[C:17]3[C:13]=2[CH2:14][CH2:15][CH2:16]3)=[CH:7][C:4]=1[CH:5]=O.[Br-].[CH3:26][O:27][C:28]1[CH:53]=[CH:52][CH:51]=[CH:50][C:29]=1[CH2:30][P+](C1C=CC=CC=1)(C1C=CC=CC=1)C1C=CC=CC=1. Given the product [CH3:1][O:2][C:3]1[CH:10]=[CH:9][C:8]([O:11][C:12]2[C:20]([CH3:21])=[CH:19][C:18]([N+:22]([O-:24])=[O:23])=[C:17]3[C:13]=2[CH2:14][CH2:15][CH2:16]3)=[CH:7][C:4]=1[CH:5]=[CH:30][C:29]1[CH:50]=[CH:51][CH:52]=[CH:53][C:28]=1[O:27][CH3:26], predict the reactants needed to synthesize it. (4) Given the product [Cl:1][CH2:2][C:3]([C:21]1[C:22]2[C:27](=[C:26]([O:28][CH3:29])[CH:25]=[CH:24][CH:23]=2)[N:19]([CH2:18][CH:12]2[CH2:17][CH2:16][CH2:15][CH2:14][CH2:13]2)[CH:20]=1)=[O:4], predict the reactants needed to synthesize it. The reactants are: [Cl:1][CH2:2][C:3](Cl)=[O:4].N1C=CC=CC=1.[CH:12]1([CH2:18][N:19]2[C:27]3[C:22](=[CH:23][CH:24]=[CH:25][C:26]=3[O:28][CH3:29])[CH:21]=[CH:20]2)[CH2:17][CH2:16][CH2:15][CH2:14][CH2:13]1.O. (5) Given the product [N:31]([CH:10]([O:9][CH2:8][CH2:7][O:6][CH2:5][C:4]([OH:34])=[O:3])[CH2:11][O:12][C:13]1[CH:18]=[CH:17][CH:16]=[C:15]([C:19](=[O:30])[NH:20][CH2:21][CH2:22][C:23]([O:25][C:26]([CH3:29])([CH3:28])[CH3:27])=[O:24])[CH:14]=1)=[N+:32]=[N-:33], predict the reactants needed to synthesize it. The reactants are: C([O:3][C:4](=[O:34])[CH2:5][O:6][CH2:7][CH2:8][O:9][CH:10]([N:31]=[N+:32]=[N-:33])[CH2:11][O:12][C:13]1[CH:18]=[CH:17][CH:16]=[C:15]([C:19](=[O:30])[NH:20][CH2:21][CH2:22][C:23]([O:25][C:26]([CH3:29])([CH3:28])[CH3:27])=[O:24])[CH:14]=1)C.[OH-].[Na+]. (6) Given the product [CH:10]12[NH:5][CH:6]([CH2:12][CH2:11]1)[CH2:7][CH:8]([CH:13]1[C:26]3[CH:25]=[CH:24][C:23]([C:27]#[N:28])=[CH:22][C:21]=3[O:20][C:19]3[C:14]1=[CH:15][CH:16]=[CH:17][CH:18]=3)[CH2:9]2, predict the reactants needed to synthesize it. The reactants are: FC(F)(F)C([N:5]1[CH:10]2[CH2:11][CH2:12][CH:6]1[CH2:7][CH:8]([CH:13]1[C:26]3[CH:25]=[CH:24][C:23]([C:27]#[N:28])=[CH:22][C:21]=3[O:20][C:19]3[C:14]1=[CH:15][CH:16]=[CH:17][CH:18]=3)[CH2:9]2)=O.FC(F)(F)C(N1C2CCC1CC(C1C3C=CC(C4NN=NN=4)=CC=3OC3C1=CC=CC=3)C2)=O. (7) Given the product [C:14]([O:13][C:12](=[O:18])[NH:11][C@@H:9]1[CH2:10][C@H:8]1[C:5]1[CH:6]=[CH:7][C:2]([NH:1][C:19]([C:20]2[CH:25]=[CH:24][CH:23]=[CH:22][CH:21]=2)=[O:26])=[CH:3][CH:4]=1)([CH3:15])([CH3:17])[CH3:16], predict the reactants needed to synthesize it. The reactants are: [NH2:1][C:2]1[CH:7]=[CH:6][C:5]([C@@H:8]2[CH2:10][C@H:9]2[NH:11][C:12](=[O:18])[O:13][C:14]([CH3:17])([CH3:16])[CH3:15])=[CH:4][CH:3]=1.[C:19](Cl)(=[O:26])[C:20]1[CH:25]=[CH:24][CH:23]=[CH:22][CH:21]=1.C(N(CC)CC)C.O. (8) Given the product [CH2:1]([O:3][C:4]([C:6]1[C:10]([CH3:11])=[N:9][NH:8][N:7]=1)=[O:5])[CH3:2], predict the reactants needed to synthesize it. The reactants are: [CH2:1]([O:3][C:4]([C:6]1[N:7]=[N:8][N:9](CC2C=CC(OC)=CC=2)[C:10]=1[CH3:11])=[O:5])[CH3:2].C(OC(C1N(CC2C=CC(OC)=CC=2)N=NC=1C)=O)C.[N+]([O-])([O-])=O.[NH4+].[Ce+4].[N+]([O-])([O-])=O.[N+]([O-])([O-])=O.[N+]([O-])([O-])=O.[N+]([O-])([O-])=O. (9) Given the product [Cl:1][C:2]1[CH:3]=[CH:4][C:5]([C:8]2[N:9]=[C:10]([CH2:26][O:27][CH2:33][C:32]3[CH:35]=[CH:36][C:29]([F:28])=[CH:30][CH:31]=3)[C:11]([C:21]([OH:23])=[O:22])=[N:12][C:13]=2[C:14]2[CH:19]=[CH:18][C:17]([Cl:20])=[CH:16][CH:15]=2)=[CH:6][CH:7]=1, predict the reactants needed to synthesize it. The reactants are: [Cl:1][C:2]1[CH:7]=[CH:6][C:5]([C:8]2[N:9]=[C:10]([CH2:26][OH:27])[C:11]([C:21]([O:23]CC)=[O:22])=[N:12][C:13]=2[C:14]2[CH:19]=[CH:18][C:17]([Cl:20])=[CH:16][CH:15]=2)=[CH:4][CH:3]=1.[F:28][C:29]1[CH:36]=[CH:35][C:32]([CH2:33]Br)=[CH:31][CH:30]=1.[OH-].[Na+].Cl.